Dataset: Catalyst prediction with 721,799 reactions and 888 catalyst types from USPTO. Task: Predict which catalyst facilitates the given reaction. (1) Product: [OH:13][CH2:11][CH2:12][O:1][C:2]1[CH:3]=[C:4]([CH:7]=[CH:8][CH:9]=1)[CH:5]=[O:6]. Reactant: [OH:1][C:2]1[CH:3]=[C:4]([CH:7]=[CH:8][CH:9]=1)[CH:5]=[O:6].Br[CH:11]([OH:13])[CH3:12].C(=O)([O-])[O-].[Cs+].[Cs+]. The catalyst class is: 35. (2) Reactant: Cl[C:2]1[CH:3]=[CH:4][C:5]([S:8]([N:11]([CH2:13][C:14]2[CH:19]=[CH:18][C:17]([O:20][CH3:21])=[CH:16][CH:15]=2)[CH3:12])(=[O:10])=[O:9])=[N:6][CH:7]=1.[CH3:22][O:23][CH2:24][C@H:25]([CH3:45])[O:26][C:27]1[CH:28]=[C:29]([OH:44])[CH:30]=[C:31]([C:33]2[NH:34][C:35]([C:38]3[O:39][C@@H:40]([CH3:43])[CH2:41][N:42]=3)=[CH:36][CH:37]=2)[CH:32]=1.C(=O)([O-])[O-].[Cs+].[Cs+].O. Product: [CH3:21][O:20][C:17]1[CH:18]=[CH:19][C:14]([CH2:13][N:11]([CH3:12])[S:8]([C:5]2[CH:4]=[CH:3][C:2]([O:44][C:29]3[CH:30]=[C:31]([C:33]4[NH:34][C:35]([C:38]5[O:39][C@@H:40]([CH3:43])[CH2:41][N:42]=5)=[CH:36][CH:37]=4)[CH:32]=[C:27]([O:26][C@@H:25]([CH3:45])[CH2:24][O:23][CH3:22])[CH:28]=3)=[CH:7][N:6]=2)(=[O:10])=[O:9])=[CH:15][CH:16]=1. The catalyst class is: 9. (3) Reactant: [OH:1][CH2:2][C@H:3]1[CH2:7][CH2:6][C@@H:5]([C:8]2[CH:13]=[CH:12][CH:11]=[CH:10][CH:9]=2)[N:4]1[C:14]([O:16][C:17]([CH3:20])([CH3:19])[CH3:18])=[O:15].CCN(CC)CC.N1C=CC=CC=1. Product: [CH:2]([C@H:3]1[CH2:7][CH2:6][C@@H:5]([C:8]2[CH:9]=[CH:10][CH:11]=[CH:12][CH:13]=2)[N:4]1[C:14]([O:16][C:17]([CH3:20])([CH3:19])[CH3:18])=[O:15])=[O:1]. The catalyst class is: 16. (4) Reactant: [C:1]1([C:7]2[C:11]([C:12]([F:15])([F:14])[F:13])=[C:10]([C:16](F)=[O:17])[O:9][N:8]=2)[CH:6]=[CH:5][CH:4]=[CH:3][CH:2]=1.[F:19][C:20]1[CH:21]=[C:22]([CH:27]=[CH:28][C:29]=1[CH2:30][OH:31])[C:23](=[N:25]O)[NH2:24].CCN(C(C)C)C(C)C. Product: [F:19][C:20]1[CH:21]=[C:22]([C:23]2[N:25]=[C:16]([C:10]3[O:9][N:8]=[C:7]([C:1]4[CH:6]=[CH:5][CH:4]=[CH:3][CH:2]=4)[C:11]=3[C:12]([F:15])([F:14])[F:13])[O:17][N:24]=2)[CH:27]=[CH:28][C:29]=1[CH2:30][OH:31]. The catalyst class is: 245. (5) Reactant: [F:1][C:2]1[C:3]([CH3:20])=[C:4]([C:8]2([C:16]([O:18][CH3:19])=[O:17])[CH2:14][CH2:13][CH2:12][C:11](=[O:15])[CH2:10][CH2:9]2)[CH:5]=[CH:6][CH:7]=1.[CH2:21]1COCC1.C[Si]([N-][Si](C)(C)C)(C)C.[Na+].ClC1C=CC(N([S:44]([C:47](F)([F:50])[F:48])(=[O:46])=[O:45])[S:44]([C:47]([F:50])(F)[F:48])(=[O:46])=[O:45])=NC=1. Product: [F:48][C:47]([S:44]([O:15][C:11]1[CH2:10][CH2:9][C:8]([C:4]2[CH:5]=[CH:6][CH:7]=[C:2]([F:1])[C:3]=2[CH3:20])([C:16]([O:18][CH3:19])=[O:17])[CH2:14][CH2:13][CH:12]=1)(=[O:46])=[O:45])([F:50])[CH3:21]. The catalyst class is: 2. (6) Reactant: [C:1](Cl)(=O)[C:2]([Cl:4])=[O:3].[Cl:7][S:8]([C:11]1[CH:19]=[CH:18]C(C(O)=O)=[CH:13][CH:12]=1)(=[O:10])=[O:9].CN(C)C=O. Product: [Cl:7][S:8]([C:11]1[CH:19]=[CH:18][C:1]([C:2]([Cl:4])=[O:3])=[CH:13][CH:12]=1)(=[O:10])=[O:9]. The catalyst class is: 4. (7) The catalyst class is: 9. Product: [CH2:32]([N:27]1[CH2:14][CH2:15][N:10]2[C:3]3[CH:4]=[C:5]([O:8][CH3:9])[CH:6]=[CH:7][C:2]=3[NH:1][C:24](=[O:26])[CH2:23][CH:11]2[CH2:12]1)[C:31]1[CH:37]=[CH:36][CH:28]=[CH:29][CH:30]=1. Reactant: [NH2:1][C:2]1[CH:7]=[CH:6][C:5]([O:8][CH3:9])=[CH:4][C:3]=1[N:10]1[CH2:15][CH2:14]N(CC2C=CC=CC=2)[CH2:12][CH:11]1[CH2:23][C:24]([OH:26])=O.[N:27]1[CH:32]=[CH:31][CH:30]=[CH:29][CH:28]=1.Cl.CN(C)[CH2:36][CH2:37]CN=C=NCC. (8) Reactant: CON(C)[C:4]([C:6]1[N:10]([CH3:11])[CH:9]=[N:8][CH:7]=1)=[O:5].[CH3:13][Mg]Br. Product: [CH3:11][N:10]1[C:6]([C:4](=[O:5])[CH3:13])=[CH:7][N:8]=[CH:9]1. The catalyst class is: 28.